The task is: Regression. Given a peptide amino acid sequence and an MHC pseudo amino acid sequence, predict their binding affinity value. This is MHC class I binding data.. This data is from Peptide-MHC class I binding affinity with 185,985 pairs from IEDB/IMGT. (1) The peptide sequence is KVGSDVFAV. The MHC is HLA-A68:02 with pseudo-sequence HLA-A68:02. The binding affinity (normalized) is 0.453. (2) The peptide sequence is NQLVKDESI. The MHC is HLA-A24:02 with pseudo-sequence HLA-A24:02. The binding affinity (normalized) is 0.